The task is: Predict which catalyst facilitates the given reaction.. This data is from Catalyst prediction with 721,799 reactions and 888 catalyst types from USPTO. (1) Reactant: [C:1]([N:8]1[CH2:11][CH:10]([C:12](O)=[O:13])[CH2:9]1)([O:3][C:4]([CH3:7])([CH3:6])[CH3:5])=[O:2].CCN(CC)CC.ClC(OC(C)C)=O. Product: [C:1]([N:8]1[CH2:9][CH:10]([CH2:12][OH:13])[CH2:11]1)([O:3][C:4]([CH3:7])([CH3:6])[CH3:5])=[O:2]. The catalyst class is: 1. (2) Reactant: [CH3:1][Si:2]([CH2:5][CH2:6][O:7][CH2:8]Cl)([CH3:4])[CH3:3].[Br:10][C:11]1[N:16]=[C:15]([C:17]2[C:25]3[C:20](=[N:21][C:22](Cl)=[N:23][CH:24]=3)[NH:19][N:18]=2)[CH:14]=[CH:13][CH:12]=1.[O:27]1[CH2:32][CH2:31][N:30]([CH2:33][CH2:34][NH2:35])[CH2:29][CH2:28]1.O. Product: [Br:10][C:11]1[N:16]=[C:15]([C:17]2[C:25]3[C:20](=[N:21][C:22]([NH:35][CH2:34][CH2:33][N:30]4[CH2:31][CH2:32][O:27][CH2:28][CH2:29]4)=[N:23][CH:24]=3)[N:19]([CH2:8][O:7][CH2:6][CH2:5][Si:2]([CH3:4])([CH3:3])[CH3:1])[N:18]=2)[CH:14]=[CH:13][CH:12]=1. The catalyst class is: 3. (3) Reactant: Cl[C:2]1[CH:3]=[C:4]([CH3:8])[CH:5]=[CH:6][CH:7]=1.BrCCBr.[Mg].[CH3:14][Si:15]([CH3:18])([CH3:17])Cl.C([O-])(O)=O.[Na+]. Product: [CH3:14][Si:15]([CH3:18])([CH3:17])[C:2]1[CH:3]=[C:4]([CH3:8])[CH:5]=[CH:6][CH:7]=1. The catalyst class is: 1. (4) Reactant: [Cl:1][C:2]1[CH:3]=[C:4]([C:9]2([C:22]([F:25])([F:24])[F:23])[O:13][N:12]=[C:11]([C:14]3[CH:15]=[CH:16][C:17]([CH3:21])=[C:18]([CH:20]=3)[NH2:19])[CH2:10]2)[CH:5]=[C:6]([Cl:8])[CH:7]=1.[Cl-].[C:27]([O:38][CH3:39])(=[O:37])[C:28]1[CH:36]=[CH:35][C:31]([C:32]([O-])=[O:33])=[CH:30][CH:29]=1.C(N(CC)CC)C.C(=O)([O-])O.[Na+]. Product: [Cl:1][C:2]1[CH:3]=[C:4]([C:9]2([C:22]([F:23])([F:25])[F:24])[O:13][N:12]=[C:11]([C:14]3[CH:15]=[CH:16][C:17]([CH3:21])=[C:18]([NH:19][C:32](=[O:33])[C:31]4[CH:30]=[CH:29][C:28]([C:27]([O:38][CH3:39])=[O:37])=[CH:36][CH:35]=4)[CH:20]=3)[CH2:10]2)[CH:5]=[C:6]([Cl:8])[CH:7]=1. The catalyst class is: 7.